Dataset: Reaction yield outcomes from USPTO patents with 853,638 reactions. Task: Predict the reaction yield, written as a fraction of the theoretical maximum amount of product (1.0 means a 100% yield; for example, 0.34 means a 34% yield). The reactants are [NH:1]1[C:7](=O)[CH2:6][CH2:5][CH2:4][C:3]2[CH:9]=[CH:10][CH:11]=[CH:12][C:2]1=2.[H-].[Al+3].[Li+].[H-].[H-].[H-]. The catalyst is O1CCCC1. The product is [NH:1]1[CH2:7][CH2:6][CH2:5][CH2:4][C:3]2[CH:9]=[CH:10][CH:11]=[CH:12][C:2]1=2. The yield is 0.850.